Dataset: Catalyst prediction with 721,799 reactions and 888 catalyst types from USPTO. Task: Predict which catalyst facilitates the given reaction. (1) Reactant: Br[C:2]1[C:7]([CH3:8])=[CH:6][C:5]([O:9][Si:10]([CH:17]([CH3:19])[CH3:18])([CH:14]([CH3:16])[CH3:15])[CH:11]([CH3:13])[CH3:12])=[CH:4][C:3]=1[CH3:20].C([Li])CCC.[F:26][C:27]1[CH:34]=[CH:33][C:30]([CH:31]=[O:32])=[CH:29][C:28]=1[C:35]([CH3:37])=[CH2:36]. Product: [CH3:20][C:3]1[CH:4]=[C:5]([O:9][Si:10]([CH:17]([CH3:19])[CH3:18])([CH:14]([CH3:16])[CH3:15])[CH:11]([CH3:13])[CH3:12])[CH:6]=[C:7]([CH3:8])[C:2]=1[CH:31]([C:30]1[CH:33]=[CH:34][C:27]([F:26])=[C:28]([C:35]([CH3:37])=[CH2:36])[CH:29]=1)[OH:32]. The catalyst class is: 49. (2) Product: [CH3:26][O:25][C:23]([C:20]1[CH:19]=[CH:18][C:17]([O:16][CH2:15][C:11]2([OH:14])[CH2:10][CH2:9][NH:8][CH2:13][CH2:12]2)=[CH:22][CH:21]=1)=[O:24]. The catalyst class is: 19. Reactant: C([N:8]1[CH2:13][CH2:12][C:11]([CH2:15][O:16][C:17]2[CH:22]=[CH:21][C:20]([C:23]([O:25][CH3:26])=[O:24])=[CH:19][CH:18]=2)([OH:14])[CH2:10][CH2:9]1)C1C=CC=CC=1. (3) Reactant: [CH3:1][O:2][CH2:3][CH2:4][NH2:5].[CH2:6]([O:8][C:9]([C:11]1[C:16]([Br:17])=[CH:15][N:14]=[C:13](S(C)(=O)=O)[N:12]=1)=[O:10])[CH3:7]. Product: [CH2:6]([O:8][C:9]([C:11]1[C:16]([Br:17])=[CH:15][N:14]=[C:13]([NH:5][CH2:4][CH2:3][O:2][CH3:1])[N:12]=1)=[O:10])[CH3:7]. The catalyst class is: 4. (4) Reactant: [CH3:1][O:2][C:3]1[C:17]([O:18][CH2:19][CH2:20][P:21]([CH2:26][CH2:27][O:28][C:29]2[C:30]([O:44][CH3:45])=[CH:31][C:32]3[C:38](=[O:39])[N:37]4[CH2:40][CH2:41][CH2:42][C@H:36]4[CH:35]=[N:34][C:33]=3[CH:43]=2)(=[O:25])[O:22][CH2:23][CH3:24])=[CH:16][C:6]2[N:7]=[CH:8][C@@H:9]3[CH2:15][CH2:14][CH2:13][N:10]3[C:11](=[O:12])[C:5]=2[CH:4]=1.[BH4-].[Na+].COCCOCCOC. Product: [CH3:45][O:44][C:30]1[C:29]([O:28][CH2:27][CH2:26][P:21]([CH2:20][CH2:19][O:18][C:17]2[C:3]([O:2][CH3:1])=[CH:4][C:5]3[C:11](=[O:12])[N:10]4[CH2:13][CH2:14][CH2:15][C@H:9]4[CH:8]=[N:7][C:6]=3[CH:16]=2)(=[O:25])[O:22][CH2:23][CH3:24])=[CH:43][C:33]2[NH:34][CH2:35][C@@H:36]3[CH2:42][CH2:41][CH2:40][N:37]3[C:38](=[O:39])[C:32]=2[CH:31]=1. The catalyst class is: 429. (5) Reactant: C[O:2][C:3](=[O:41])[CH2:4][C@H:5]1[C:9]2[CH:10]=[CH:11][C:12]([O:14][C@H:15]3[C:23]4[C:18](=[C:19]([O:25][C:26]5[CH:31]=[CH:30][C:29]([C:32]6[CH:37]=[CH:36][CH:35]=[C:34]([CH3:38])[N:33]=6)=[CH:28][C:27]=5[C:39]#[N:40])[CH:20]=[CH:21][C:22]=4[F:24])[CH2:17][CH2:16]3)=[CH:13][C:8]=2[O:7][CH2:6]1.[OH-].[K+]. Product: [C:39]([C:27]1[CH:28]=[C:29]([C:32]2[CH:37]=[CH:36][CH:35]=[C:34]([CH3:38])[N:33]=2)[CH:30]=[CH:31][C:26]=1[O:25][C:19]1[CH:20]=[CH:21][C:22]([F:24])=[C:23]2[C:18]=1[CH2:17][CH2:16][C@H:15]2[O:14][C:12]1[CH:11]=[CH:10][C:9]2[C@H:5]([CH2:4][C:3]([OH:41])=[O:2])[CH2:6][O:7][C:8]=2[CH:13]=1)#[N:40]. The catalyst class is: 8. (6) Reactant: Cl[C:2]1[C:11]2[C:6](=[C:7]([N+:12]([O-])=O)[CH:8]=[CH:9][CH:10]=2)[N:5]=[CH:4][CH:3]=1. Product: [N:5]1[C:6]2[C:11](=[CH:10][CH:9]=[CH:8][C:7]=2[NH2:12])[CH:2]=[CH:3][CH:4]=1. The catalyst class is: 99. (7) Reactant: [NH2:1][C:2]1[CH:11]=[CH:10][C:9]([Br:12])=[CH:8][C:3]=1[C:4]([O:6][CH3:7])=[O:5].Cl.[N:14]1[CH:19]=[CH:18][CH:17]=[CH:16][C:15]=1[CH2:20][C:21](O)=[O:22].CN(C(ON1N=NC2C=CC=NC1=2)=[N+](C)C)C.F[P-](F)(F)(F)(F)F.CCN(C(C)C)C(C)C. Product: [Br:12][C:9]1[CH:10]=[CH:11][C:2]([NH:1][C:21](=[O:22])[CH2:20][C:15]2[CH:16]=[CH:17][CH:18]=[CH:19][N:14]=2)=[C:3]([CH:8]=1)[C:4]([O:6][CH3:7])=[O:5]. The catalyst class is: 9.